From a dataset of Reaction yield outcomes from USPTO patents with 853,638 reactions. Predict the reaction yield, written as a fraction of the theoretical maximum amount of product (1.0 means a 100% yield; for example, 0.34 means a 34% yield). (1) The reactants are [H-].[Al+3].[Li+].[H-].[H-].[H-].[CH:7]1([NH:11][CH2:12][CH2:13][C:14]#[N:15])[CH2:10][CH2:9][CH2:8]1.[OH-].[Na+].S([O-])([O-])(=O)=O.[Mg+2]. The catalyst is C(OCC)C.O. The product is [CH:7]1([NH:11][CH2:12][CH2:13][CH2:14][NH2:15])[CH2:10][CH2:9][CH2:8]1. The yield is 0.660. (2) The reactants are [CH:1]1([C:4]2[C:5]([NH:24][S:25]([CH3:28])(=[O:27])=[O:26])=[CH:6][C:7]3[O:11][C:10]([C:12]4[CH:17]=[CH:16][C:15]([F:18])=[CH:14][CH:13]=4)=[C:9]([C:19]([NH:21][CH3:22])=[O:20])[C:8]=3[CH:23]=2)[CH2:3][CH2:2]1.F[C:30]1[CH:31]=[CH:32][C:33]([N+:40]([O-:42])=[O:41])=[C:34]([CH:39]=1)[C:35]([O:37][CH3:38])=[O:36].C(=O)([O-])[O-].[Na+].[Na+]. The catalyst is CN(C=O)C.CCOC(C)=O. The product is [CH:1]1([C:4]2[C:5]([N:24]([C:30]3[CH:31]=[CH:32][C:33]([N+:40]([O-:42])=[O:41])=[C:34]([CH:39]=3)[C:35]([O:37][CH3:38])=[O:36])[S:25]([CH3:28])(=[O:27])=[O:26])=[CH:6][C:7]3[O:11][C:10]([C:12]4[CH:17]=[CH:16][C:15]([F:18])=[CH:14][CH:13]=4)=[C:9]([C:19](=[O:20])[NH:21][CH3:22])[C:8]=3[CH:23]=2)[CH2:3][CH2:2]1. The yield is 0.830.